Dataset: Reaction yield outcomes from USPTO patents with 853,638 reactions. Task: Predict the reaction yield, written as a fraction of the theoretical maximum amount of product (1.0 means a 100% yield; for example, 0.34 means a 34% yield). (1) The catalyst is O.C(Cl)Cl.C(O)C. The yield is 0.820. The product is [CH2:1]([O:8][C:9](=[O:28])[NH:10][C@@H:11]1[C:22]2[C:17](=[CH:18][CH:19]=[C:20]([C:23]([F:26])([F:25])[F:24])[CH:21]=2)[NH:16][C@H:13]([CH2:14][CH3:15])[CH2:12]1)[C:2]1[CH:7]=[CH:6][CH:5]=[CH:4][CH:3]=1. The reactants are [CH2:1]([O:8][C:9](=[O:28])[NH:10][C:11](=O)[CH2:12][C@H:13]([NH:16][C:17]1[CH:22]=[CH:21][C:20]([C:23]([F:26])([F:25])[F:24])=[CH:19][CH:18]=1)[CH2:14][CH3:15])[C:2]1[CH:7]=[CH:6][CH:5]=[CH:4][CH:3]=1.[BH4-].[Na+].[Mg].Cl.C(O)(=O)CC(CC(O)=O)(C(O)=O)O. (2) The reactants are [N:1]1[C:10]2[C:5](=[CH:6][C:7]([CH2:11][CH:12]3[CH2:17][CH2:16][N:15](C(OC(C)(C)C)=O)[CH2:14][CH2:13]3)=[CH:8][CH:9]=2)[N:4]=[CH:3][CH:2]=1.[ClH:25]. The catalyst is O1CCOCC1. The product is [ClH:25].[NH:15]1[CH2:16][CH2:17][CH:12]([CH2:11][C:7]2[CH:6]=[C:5]3[C:10](=[CH:9][CH:8]=2)[N:1]=[CH:2][CH:3]=[N:4]3)[CH2:13][CH2:14]1. The yield is 0.770. (3) The reactants are [CH2:1]([N:3]1[C:11]2[C:6](=[CH:7][CH:8]=[C:9]([O:12][CH3:13])[CH:10]=2)[C:5]([C:14]#[N:15])=[C:4]1[C:16]1[CH:21]=[CH:20][C:19]([O:22][CH2:23][CH2:24]O)=[CH:18][CH:17]=1)[CH3:2].C1C=CC(P(C2C=CC=CC=2)C2C=CC=CC=2)=CC=1.[Br:45]N1C(=O)CCC1=O. The catalyst is C(Cl)Cl. The product is [Br:45][CH2:24][CH2:23][O:22][C:19]1[CH:20]=[CH:21][C:16]([C:4]2[N:3]([CH2:1][CH3:2])[C:11]3[C:6]([C:5]=2[C:14]#[N:15])=[CH:7][CH:8]=[C:9]([O:12][CH3:13])[CH:10]=3)=[CH:17][CH:18]=1. The yield is 0.950. (4) The reactants are [S:1]1[C:5]2[CH:6]=[CH:7][CH:8]=[CH:9][C:4]=2[N:3]=[C:2]1[S:10][CH2:11][C:12]([OH:14])=O.[O:15]1[CH2:20][CH2:19][NH:18][C:17]2[CH:21]=[CH:22][CH:23]=[CH:24][C:16]1=2. No catalyst specified. The product is [S:1]1[C:5]2[CH:6]=[CH:7][CH:8]=[CH:9][C:4]=2[N:3]=[C:2]1[S:10][CH2:11][C:12]([N:18]1[C:17]2[CH:21]=[CH:22][CH:23]=[CH:24][C:16]=2[O:15][CH2:20][CH2:19]1)=[O:14]. The yield is 0.780. (5) The reactants are [OH:1][C:2]1[CH:3]=[C:4]2[C:8](=[CH:9][CH:10]=1)[N:7]([C:11]([O:13][C:14]([CH3:17])([CH3:16])[CH3:15])=[O:12])[C:6]([C:18]([O:20][CH2:21][CH3:22])=[O:19])=[CH:5]2.[CH3:23][C:24]1([CH3:32])[O:28][C@@H:27]([CH2:29][CH2:30]O)[CH2:26][O:25]1.C1(P(C2C=CC=CC=2)C2C=CC=CC=2)C=CC=CC=1.N(C(OC(C)(C)C)=O)=NC(OC(C)(C)C)=O. The catalyst is C(Cl)Cl.CCOC(C)=O.O. The yield is 0.240. The product is [CH3:23][C:24]1([CH3:32])[O:28][C@@H:27]([CH2:29][CH2:30][O:1][C:2]2[CH:3]=[C:4]3[C:8](=[CH:9][CH:10]=2)[N:7]([C:11]([O:13][C:14]([CH3:15])([CH3:16])[CH3:17])=[O:12])[C:6]([C:18]([O:20][CH2:21][CH3:22])=[O:19])=[CH:5]3)[CH2:26][O:25]1.